This data is from Full USPTO retrosynthesis dataset with 1.9M reactions from patents (1976-2016). The task is: Predict the reactants needed to synthesize the given product. (1) Given the product [CH2:19]([O:18][C:17](=[O:26])[NH:16][CH2:15][CH2:14][C:13]1[N:10]2[C:2](=[O:1])[C:3]3[NH:4][CH:5]=[N:6][C:7]=3[N:8]([CH2:27][CH2:28][CH2:29][CH2:30][CH3:31])[C:9]2=[N:11][N:12]=1)[C:20]1[CH:25]=[CH:24][CH:23]=[CH:22][CH:21]=1, predict the reactants needed to synthesize it. The reactants are: [O:1]=[C:2]1[NH:10]/[C:9](=[N:11]\[N:12]=[CH:13]/[CH2:14][CH2:15][NH:16][C:17](=[O:26])[O:18][CH2:19][C:20]2[CH:25]=[CH:24][CH:23]=[CH:22][CH:21]=2)/[N:8]([CH2:27][CH2:28][CH2:29][CH2:30][CH3:31])[C:7]2[N:6]=[CH:5][NH:4][C:3]1=2. (2) Given the product [CH3:1][C:2]1[C:3]([NH:8][S:9]([C:12]2[S:13][C:14]([CH3:47])=[CH:15][C:16]=2[C:17]2[CH:22]=[CH:21][C:20]([CH2:23][N:24]3[C:32]4[CH:31]=[C:30]([CH3:33])[N:29]=[C:28]([CH3:34])[C:27]=4[C:26]([CH2:35][N:36]4[C:40]([CH3:41])=[CH:39][C:38]([CH3:42])=[N:37]4)=[N:25]3)=[CH:19][C:18]=2[CH2:43][O:44][CH2:45][CH3:46])(=[O:10])=[O:11])=[N:4][O:5][C:6]=1[CH3:7], predict the reactants needed to synthesize it. The reactants are: [CH3:1][C:2]1[C:3]([N:8](COCCOC)[S:9]([C:12]2[S:13][C:14]([CH3:47])=[CH:15][C:16]=2[C:17]2[CH:22]=[CH:21][C:20]([CH2:23][N:24]3[C:32]4[CH:31]=[C:30]([CH3:33])[N:29]=[C:28]([CH3:34])[C:27]=4[C:26]([CH2:35][N:36]4[C:40]([CH3:41])=[CH:39][C:38]([CH3:42])=[N:37]4)=[N:25]3)=[CH:19][C:18]=2[CH2:43][O:44][CH2:45][CH3:46])(=[O:11])=[O:10])=[N:4][O:5][C:6]=1[CH3:7].C(O)C.Cl.C(=O)(O)[O-].[Na+]. (3) Given the product [CH3:22][C:19]1([CH3:21])[C:18]([CH3:23])([CH3:24])[O:17][B:16]([CH2:27][CH2:26][C:25]([O:29][CH3:30])=[O:28])[O:20]1, predict the reactants needed to synthesize it. The reactants are: CC(C)([O-])C.[Na+].[B:16]1([B:16]2[O:20][C:19]([CH3:22])([CH3:21])[C:18]([CH3:24])([CH3:23])[O:17]2)[O:20][C:19]([CH3:22])([CH3:21])[C:18]([CH3:24])([CH3:23])[O:17]1.[C:25]([O:29][CH3:30])(=[O:28])[CH:26]=[CH2:27].CO. (4) The reactants are: C(Cl)(=O)C(Cl)=O.[Cl:7][C:8]1[CH:13]=[CH:12][C:11]([C:14]2[N:15]([C:21]3[CH:26]=[CH:25][C:24]([S:27]([CH3:30])(=[O:29])=[O:28])=[CH:23][CH:22]=3)[CH:16]=[C:17]([CH2:19][OH:20])[N:18]=2)=[CH:10][CH:9]=1.C(N(CC)CC)C. Given the product [Cl:7][C:8]1[CH:13]=[CH:12][C:11]([C:14]2[N:15]([C:21]3[CH:26]=[CH:25][C:24]([S:27]([CH3:30])(=[O:28])=[O:29])=[CH:23][CH:22]=3)[CH:16]=[C:17]([CH:19]=[O:20])[N:18]=2)=[CH:10][CH:9]=1, predict the reactants needed to synthesize it. (5) Given the product [CH2:12]([C@:19]12[CH2:34][CH2:33][C@@:32]([C:11]#[C:9][CH3:10])([OH:35])[CH2:31][C@H:20]1[CH2:21][CH2:22][CH2:23][C:24]1[CH:29]=[C:28]([OH:30])[CH:27]=[CH:26][C:25]=12)[C:13]1[CH:14]=[CH:15][CH:16]=[CH:17][CH:18]=1.[CH2:36]([C@@:43]12[CH2:58][CH2:57][C@:56]([C:1]#[C:2][CH3:3])([OH:59])[CH2:55][C@@H:44]1[CH2:45][CH2:46][CH2:47][C:48]1[CH:53]=[C:52]([OH:54])[CH:51]=[CH:50][C:49]=12)[C:37]1[CH:38]=[CH:39][CH:40]=[CH:41][CH:42]=1, predict the reactants needed to synthesize it. The reactants are: [CH:1]#[C:2][CH3:3].[Li+].CC([N-][CH:9]([CH3:11])[CH3:10])C.[CH2:12]([C@:19]12[CH2:34][CH2:33][C:32](=[O:35])[CH2:31][C@H:20]1[CH2:21][CH2:22][CH2:23][C:24]1[CH:29]=[C:28]([OH:30])[CH:27]=[CH:26][C:25]=12)[C:13]1[CH:18]=[CH:17][CH:16]=[CH:15][CH:14]=1.[CH2:36]([C@@:43]12[CH2:58][CH2:57][C:56](=[O:59])[CH2:55][C@@H:44]1[CH2:45][CH2:46][CH2:47][C:48]1[CH:53]=[C:52]([OH:54])[CH:51]=[CH:50][C:49]=12)[C:37]1[CH:42]=[CH:41][CH:40]=[CH:39][CH:38]=1.